Dataset: Forward reaction prediction with 1.9M reactions from USPTO patents (1976-2016). Task: Predict the product of the given reaction. (1) Given the reactants C(Cl)Cl.[CH3:4][C:5]1[CH:10]=[CH:9][C:8]([S:11][C:12]2[C:20]3[NH:19][C:18]4[CH2:21][CH2:22][NH:23][CH2:24][C:17]=4[C:16]=3[CH:15]=[CH:14][CH:13]=2)=[CH:7][CH:6]=1.C(N(CC)CC)C.[C:32](O[C:32]([O:34][C:35]([CH3:38])([CH3:37])[CH3:36])=[O:33])([O:34][C:35]([CH3:38])([CH3:37])[CH3:36])=[O:33], predict the reaction product. The product is: [CH3:4][C:5]1[CH:6]=[CH:7][C:8]([S:11][C:12]2[C:20]3[NH:19][C:18]4[CH2:21][CH2:22][N:23]([C:32]([O:34][C:35]([CH3:38])([CH3:37])[CH3:36])=[O:33])[CH2:24][C:17]=4[C:16]=3[CH:15]=[CH:14][CH:13]=2)=[CH:9][CH:10]=1. (2) The product is: [CH3:11][C:9]1[C:5]2[NH:6][CH:7]=[N:8][C:4]=2[CH:3]=[C:2]([C:12]#[N:13])[CH:10]=1. Given the reactants Br[C:2]1[CH:10]=[C:9]([CH3:11])[C:5]2[NH:6][CH:7]=[N:8][C:4]=2[CH:3]=1.[CH3:12][N:13](C=O)C, predict the reaction product. (3) Given the reactants [NH2:1][CH2:2][CH2:3][C:4]1[CH:13]=[CH:12][C:7]([C:8]([O:10][CH3:11])=[O:9])=[CH:6][CH:5]=1.Cl[CH2:15][CH2:16][CH2:17][S:18](Cl)(=[O:20])=[O:19], predict the reaction product. The product is: [O:19]=[S:18]1(=[O:20])[CH2:17][CH2:16][CH2:15][N:1]1[CH2:2][CH2:3][C:4]1[CH:13]=[CH:12][C:7]([C:8]([O:10][CH3:11])=[O:9])=[CH:6][CH:5]=1. (4) Given the reactants [NH2:1][C:2]1[CH:3]=[CH:4][C:5]([C:9]2[O:13][N:12]=[C:11]([C:14]3[C:19]([CH3:20])=[CH:18][CH:17]=[CH:16][N:15]=3)[N:10]=2)=[C:6]([OH:8])[CH:7]=1.[C:21](OC(=O)C)(=[O:23])[CH3:22].C(N(C(C)C)CC)(C)C, predict the reaction product. The product is: [OH:8][C:6]1[CH:7]=[C:2]([NH:1][C:21](=[O:23])[CH3:22])[CH:3]=[CH:4][C:5]=1[C:9]1[O:13][N:12]=[C:11]([C:14]2[C:19]([CH3:20])=[CH:18][CH:17]=[CH:16][N:15]=2)[N:10]=1.